From a dataset of Full USPTO retrosynthesis dataset with 1.9M reactions from patents (1976-2016). Predict the reactants needed to synthesize the given product. (1) Given the product [N:30]([CH2:2][CH2:3][CH2:4][S:5]([O:8][CH2:9][C:10]([CH3:29])([CH3:28])[C@@H:11]([O:20][CH2:21][C:22]1[CH:27]=[CH:26][CH:25]=[CH:24][CH:23]=1)[C:12]([O:14][CH2:15][CH2:16][N:17]([CH3:19])[CH3:18])=[O:13])(=[O:7])=[O:6])=[N+:31]=[N-:32], predict the reactants needed to synthesize it. The reactants are: Cl[CH2:2][CH2:3][CH2:4][S:5]([O:8][CH2:9][C:10]([CH3:29])([CH3:28])[C@@H:11]([O:20][CH2:21][C:22]1[CH:27]=[CH:26][CH:25]=[CH:24][CH:23]=1)[C:12]([O:14][CH2:15][CH2:16][N:17]([CH3:19])[CH3:18])=[O:13])(=[O:7])=[O:6].[N-:30]=[N+:31]=[N-:32].[Na+]. (2) Given the product [F:1][C:2]1[C:11]([F:12])=[CH:10][CH:9]=[C:4]([C:5]2[O:6][CH:22]=[N:8][N:7]=2)[C:3]=1[NH:13][C:14]1[CH:19]=[CH:18][C:17]([I:20])=[CH:16][C:15]=1[CH3:21], predict the reactants needed to synthesize it. The reactants are: [F:1][C:2]1[C:3]([NH:13][C:14]2[CH:19]=[CH:18][C:17]([I:20])=[CH:16][C:15]=2[CH3:21])=[C:4]([CH:9]=[CH:10][C:11]=1[F:12])[C:5]([NH:7][NH2:8])=[O:6].[CH:22](OCC)(OCC)OCC.CC1C=CC(S(O)(=O)=O)=CC=1. (3) Given the product [CH:1]1([C:4]2[CH:5]=[CH:6][C:7]([C:15]([N:18]3[CH2:23][CH2:22][S:21][CH2:20][CH:19]3[C:24]([NH2:26])=[O:25])=[O:17])=[N:8][C:9]=2[O:10][CH2:11][CH:12]2[CH2:13][CH2:14]2)[CH2:2][CH2:3]1, predict the reactants needed to synthesize it. The reactants are: [CH:1]1([C:4]2[CH:5]=[CH:6][C:7]([C:15]([OH:17])=O)=[N:8][C:9]=2[O:10][CH2:11][CH:12]2[CH2:14][CH2:13]2)[CH2:3][CH2:2]1.[NH:18]1[CH2:23][CH2:22][S:21][CH2:20][CH:19]1[C:24]([NH2:26])=[O:25]. (4) Given the product [C:20]([C:19]1[CH:22]=[CH:23][C:16]([O:15][C:2]2[CH:14]=[CH:13][C:5]([C:6]([O:8][C:9]([CH3:12])([CH3:11])[CH3:10])=[O:7])=[CH:4][CH:3]=2)=[CH:17][CH:18]=1)#[N:21], predict the reactants needed to synthesize it. The reactants are: F[C:2]1[CH:14]=[CH:13][C:5]([C:6]([O:8][C:9]([CH3:12])([CH3:11])[CH3:10])=[O:7])=[CH:4][CH:3]=1.[OH:15][C:16]1[CH:23]=[CH:22][C:19]([C:20]#[N:21])=[CH:18][CH:17]=1.C(=O)([O-])[O-].[K+].[K+]. (5) Given the product [CH2:2]([O:4][C:5]([C:7]1[C:16]([Cl:17])=[CH:15][C:14]2[C:9](=[C:10]([CH:18]=[O:22])[CH:11]=[CH:12][CH:13]=2)[CH:8]=1)=[O:6])[CH3:3], predict the reactants needed to synthesize it. The reactants are: O.[CH2:2]([O:4][C:5]([C:7]1[C:16]([Cl:17])=[CH:15][C:14]2[C:9](=[C:10]([C:18]#N)[CH:11]=[CH:12][CH:13]=2)[CH:8]=1)=[O:6])[CH3:3].CC(O)=[O:22]. (6) Given the product [CH2:1]([O:3][C:4]1[CH:14]=[C:13]([C:21]#[C:20][Si:17]([CH3:19])([CH3:18])[CH3:16])[CH:12]=[CH:11][C:5]=1[C:6]([O:8][CH2:9][CH3:10])=[O:7])[CH3:2], predict the reactants needed to synthesize it. The reactants are: [CH2:1]([O:3][C:4]1[CH:14]=[C:13](I)[CH:12]=[CH:11][C:5]=1[C:6]([O:8][CH2:9][CH3:10])=[O:7])[CH3:2].[CH3:16][Si:17]([C:20]#[CH:21])([CH3:19])[CH3:18].O.